Dataset: Full USPTO retrosynthesis dataset with 1.9M reactions from patents (1976-2016). Task: Predict the reactants needed to synthesize the given product. (1) Given the product [Cl:58][C:37]1[CH:36]=[CH:35][C:34]([C:33]2[C:28]([C@@H:18]([NH:17][C:15](=[O:16])[CH2:14][N:7]3[C:6]4[C:2]([F:1])([F:57])[C@@H:3]5[CH2:56][C@@H:4]5[C:5]=4[C:9]([C:10]([F:13])([F:12])[F:11])=[N:8]3)[CH2:19][C:20]3[CH:21]=[C:22]([F:27])[CH:23]=[C:24]([F:26])[CH:25]=3)=[N:29][C:30]([C:49]#[C:50][C:51]3([OH:55])[CH2:52][O:53][CH2:54]3)=[CH:31][CH:32]=2)=[C:42]2[C:38]=1[C:39]([NH:44][S:45]([CH3:48])(=[O:46])=[O:47])=[N:40][N:41]2[CH3:43], predict the reactants needed to synthesize it. The reactants are: [F:1][C:2]1([F:57])[C:6]2[N:7]([CH2:14][C:15]([NH:17][C@H:18]([C:28]3[C:33]([C:34]4[CH:35]=[CH:36][CH:37]=[C:38]5[C:42]=4[N:41]([CH3:43])[N:40]=[C:39]5[NH:44][S:45]([CH3:48])(=[O:47])=[O:46])=[CH:32][CH:31]=[C:30]([C:49]#[C:50][C:51]4([OH:55])[CH2:54][O:53][CH2:52]4)[N:29]=3)[CH2:19][C:20]3[CH:25]=[C:24]([F:26])[CH:23]=[C:22]([F:27])[CH:21]=3)=[O:16])[N:8]=[C:9]([C:10]([F:13])([F:12])[F:11])[C:5]=2[C@H:4]2[CH2:56][C@@H:3]12.[Cl:58]C1C=CC(B2OC(C)(C)C(C)(C)O2)=C2C=1C(NS(C)(=O)=O)=NN2C. (2) Given the product [Cl:18][C:2]([Cl:1])([Cl:17])[CH2:3][O:4][C:5]([N:7]1[CH2:16][CH2:15][C:14]2[C:9](=[CH:10][C:11]([S:20]([Cl:19])(=[O:22])=[O:21])=[CH:12][CH:13]=2)[CH2:8]1)=[O:6], predict the reactants needed to synthesize it. The reactants are: [Cl:1][C:2]([Cl:18])([Cl:17])[CH2:3][O:4][C:5]([N:7]1[CH2:16][CH2:15][C:14]2[C:9](=[CH:10][CH:11]=[CH:12][CH:13]=2)[CH2:8]1)=[O:6].[Cl:19][S:20](O)(=[O:22])=[O:21]. (3) Given the product [C:18]1([CH3:23])[CH:19]=[CH:20][CH:21]=[CH:22][C:17]=1[C:2]#[C:1][C:3]1[CH:8]=[CH:7][C:6]([CH:9]2[CH2:11][CH:10]2[C:12]([O:14][CH3:15])=[O:13])=[CH:5][CH:4]=1, predict the reactants needed to synthesize it. The reactants are: [C:1]([C:3]1[CH:8]=[CH:7][C:6]([CH:9]2[CH2:11][CH:10]2[C:12]([O:14][CH3:15])=[O:13])=[CH:5][CH:4]=1)#[CH:2].I[C:17]1[CH:22]=[CH:21][CH:20]=[CH:19][C:18]=1[CH3:23]. (4) The reactants are: [ClH:1].Cl.C([N:7]([CH2:11][C@H:12]([OH:62])[CH2:13][C@@H:14]1[NH:32][C:31](=[O:33])[C@@H:30]([NH:34]C(OC(C)(C)C)=O)[CH2:29][C:28]2[CH:42]=[C:24]([CH:25]=[CH:26][C:27]=2[OH:43])[C:23]2=[CH:44][C:19](=[C:20]([OH:45])[CH:21]=[CH:22]2)[CH2:18][C@@H:17]([C:46]([NH:48][C@H:49]([C:55]([NH:57][CH2:58][CH2:59][NH2:60])=[O:56])[CH2:50][C@@H:51]([OH:54])[CH2:52][NH2:53])=[O:47])[NH:16][C:15]1=[O:61])C(=O)O)(C)(C)C.Cl. Given the product [ClH:1].[ClH:1].[ClH:1].[ClH:1].[NH2:34][C@H:30]1[CH2:29][C:28]2[CH:42]=[C:24]([CH:25]=[CH:26][C:27]=2[OH:43])[C:23]2=[CH:44][C:19](=[C:20]([OH:45])[CH:21]=[CH:22]2)[CH2:18][C@@H:17]([C:46]([NH:48][C@H:49]([C:55]([NH:57][CH2:58][CH2:59][NH2:60])=[O:56])[CH2:50][C@@H:51]([OH:54])[CH2:52][NH2:53])=[O:47])[NH:16][C:15](=[O:61])[C@H:14]([CH2:13][C@@H:12]([OH:62])[CH2:11][NH2:7])[NH:32][C:31]1=[O:33], predict the reactants needed to synthesize it. (5) Given the product [CH3:17][C:18]1([CH3:29])[C:22]([CH3:24])([CH3:23])[O:21][B:20]([C:2]2[C:3]3([CH2:8][CH2:9][CH2:10][CH:11]=2)[O:7][CH2:6][CH2:5][O:4]3)[O:19]1, predict the reactants needed to synthesize it. The reactants are: I[C:2]1[C:3]2([CH2:8][CH2:9][CH2:10][CH:11]=1)[O:7][CH2:6][CH2:5][O:4]2.C([Li])CCC.[CH3:17][C:18]1([CH3:29])[C:22]([CH3:24])([CH3:23])[O:21][B:20](OC(C)C)[O:19]1.O. (6) Given the product [CH:21]1([C:19]([N:16]2[CH2:17][CH2:18][C@@H:14]([CH2:13][N:12]3[C:11]4[CH:24]=[C:25]([C:28]#[N:29])[CH:26]=[CH:27][C:10]=4[N:9]=[C:8]3[C:5]3[CH:6]=[CH:7][C:2]([C:38]4[CH:39]=[C:40]5[C:44](=[CH:45][CH:46]=4)[NH:43][CH:42]=[CH:41]5)=[CH:3][CH:4]=3)[CH2:15]2)=[O:20])[CH2:22][CH2:23]1, predict the reactants needed to synthesize it. The reactants are: Br[C:2]1[CH:7]=[CH:6][C:5]([C:8]2[N:12]([CH2:13][C@@H:14]3[CH2:18][CH2:17][N:16]([C:19]([CH:21]4[CH2:23][CH2:22]4)=[O:20])[CH2:15]3)[C:11]3[CH:24]=[C:25]([C:28]#[N:29])[CH:26]=[CH:27][C:10]=3[N:9]=2)=[CH:4][CH:3]=1.CC1(C)C(C)(C)OB([C:38]2[CH:39]=[C:40]3[C:44](=[CH:45][CH:46]=2)[NH:43][CH:42]=[CH:41]3)O1.C(=O)([O-])[O-].[K+].[K+]. (7) Given the product [NH2:30][C:25]1[N:26]=[C:27]([NH:1][C:2]2[CH:20]=[CH:19][C:5]([O:6][C:7]3[CH:12]=[CH:11][N:10]=[C:9]4[NH:13][CH:14]=[C:15]([CH2:16][CH2:17][OH:18])[C:8]=34)=[C:4]([F:21])[CH:3]=2)[CH:28]=[C:23]([Cl:22])[N:24]=1, predict the reactants needed to synthesize it. The reactants are: [NH2:1][C:2]1[CH:20]=[CH:19][C:5]([O:6][C:7]2[CH:12]=[CH:11][N:10]=[C:9]3[NH:13][CH:14]=[C:15]([CH2:16][CH2:17][OH:18])[C:8]=23)=[C:4]([F:21])[CH:3]=1.[Cl:22][C:23]1[CH:28]=[C:27](Cl)[N:26]=[C:25]([NH2:30])[N:24]=1.Cl.[OH-].[Na+]. (8) Given the product [ClH:1].[CH:13]1([NH:21][C:10]2[C:9]3[C:4](=[CH:5][CH:6]=[CH:7][CH:8]=3)[N:3]=[C:2]([N:24]3[C:23]([CH3:22])=[CH:27][C:26]([CH3:28])=[N:25]3)[N:11]=2)[CH2:20][CH2:19][CH2:18][CH2:17][CH2:16][CH2:15][CH2:14]1, predict the reactants needed to synthesize it. The reactants are: [Cl:1][C:2]1[N:11]=[C:10](Cl)[C:9]2[C:4](=[CH:5][CH:6]=[CH:7][CH:8]=2)[N:3]=1.[CH:13]1([NH2:21])[CH2:20][CH2:19][CH2:18][CH2:17][CH2:16][CH2:15][CH2:14]1.[CH3:22][C:23]1[CH:27]=[C:26]([CH3:28])[NH:25][N:24]=1.